Dataset: Forward reaction prediction with 1.9M reactions from USPTO patents (1976-2016). Task: Predict the product of the given reaction. (1) Given the reactants [CH2:1]([C@@H:3]1[CH2:7][NH:6][CH2:5][C@H:4]1[C:8]1[NH:9][C:10](=[O:23])[C:11]2[CH:16]=[N:15][N:14]([CH:17]3[CH2:22][CH2:21][O:20][CH2:19][CH2:18]3)[C:12]=2[N:13]=1)[CH3:2].C(O)(=O)C.[CH3:28][C:29]1[N:30]=[CH:31][C:32]([CH:35]=O)=[N:33][CH:34]=1.C(O[BH-](OC(=O)C)OC(=O)C)(=O)C.[Na+], predict the reaction product. The product is: [CH2:1]([C@@H:3]1[CH2:7][N:6]([CH2:28][C:29]2[CH:34]=[N:33][C:32]([CH3:35])=[CH:31][N:30]=2)[CH2:5][C@H:4]1[C:8]1[NH:9][C:10](=[O:23])[C:11]2[CH:16]=[N:15][N:14]([CH:17]3[CH2:18][CH2:19][O:20][CH2:21][CH2:22]3)[C:12]=2[N:13]=1)[CH3:2]. (2) Given the reactants [OH:1][C:2]1[CH:7]=[CH:6][C:5]([C:8]2[O:17][C:12]3=[N:13][CH:14]=[CH:15][CH:16]=[C:11]3[C:10](=[O:18])[CH:9]=2)=[CH:4][CH:3]=1.[CH3:19][C:20](OC(C)=O)=[O:21].O, predict the reaction product. The product is: [C:20]([O:1][C:2]1[CH:3]=[CH:4][C:5]([C:8]2[O:17][C:12]3=[N:13][CH:14]=[CH:15][CH:16]=[C:11]3[C:10](=[O:18])[CH:9]=2)=[CH:6][CH:7]=1)(=[O:21])[CH3:19]. (3) Given the reactants [C:1]1(=[O:7])[O:6][C:4](=[O:5])[CH2:3][CH2:2]1.[CH3:8][N:9]([CH3:33])[CH2:10][CH:11]([O:14][CH2:15][CH2:16][CH2:17][CH2:18][CH2:19][CH2:20][CH2:21][CH2:22]/[CH:23]=[CH:24]\[CH2:25]/[CH:26]=[CH:27]\[CH2:28][CH2:29][CH2:30][CH2:31][CH3:32])[CH2:12][OH:13], predict the reaction product. The product is: [CH3:8][N:9]([CH3:33])[CH2:10][CH:11]([O:14][CH2:15][CH2:16][CH2:17][CH2:18][CH2:19][CH2:20][CH2:21][CH2:22]/[CH:23]=[CH:24]\[CH2:25]/[CH:26]=[CH:27]\[CH2:28][CH2:29][CH2:30][CH2:31][CH3:32])[CH2:12][O:13][C:4](=[O:5])[CH2:3][CH2:2][C:1]([OH:6])=[O:7]. (4) Given the reactants P(Cl)(Cl)(Cl)=O.O[C:7]1([CH:16]2[CH2:20][CH2:19][NH:18][C:17]2=[O:21])[CH2:12][CH2:11][CH2:10][N:9]2[CH:13]=[N:14][CH:15]=[C:8]12.N1C=CC=CC=1.N12CCCN=C1CCCCC2, predict the reaction product. The product is: [CH:15]1[N:14]=[CH:13][N:9]2[CH2:10][CH2:11][CH2:12][C:7](=[C:16]3[CH2:20][CH2:19][NH:18][C:17]3=[O:21])[C:8]=12.